Task: Predict the reaction yield, written as a fraction of the theoretical maximum amount of product (1.0 means a 100% yield; for example, 0.34 means a 34% yield).. Dataset: Reaction yield outcomes from USPTO patents with 853,638 reactions (1) The reactants are [CH3:1][O:2][C:3](=[O:13])[C:4]1[C:9]([Cl:10])=[CH:8][CH:7]=[CH:6][C:5]=1[CH2:11]Br.[CH3:14][NH:15][CH3:16]. No catalyst specified. The product is [CH3:1][O:2][C:3](=[O:13])[C:4]1[C:5]([CH2:11][N:15]([CH3:16])[CH3:14])=[CH:6][CH:7]=[CH:8][C:9]=1[Cl:10]. The yield is 0.170. (2) The reactants are C(O[N:5]([C@H]1CN(C(OC(C)(C)C)=O)[C@H](C(=O)N)C(C)=C1)S(C1C=CC=CC=1[N+]([O-])=O)(=O)=O)C=C.[CH2:35]([O:38][N:39]([C@H:52]1[CH2:57][N:56]([C:58]([O:60][C:61]([CH3:64])([CH3:63])[CH3:62])=[O:59])[C@H:55]([C:65]([OH:67])=O)[C:54]([CH:68]([CH3:70])[CH3:69])=[CH:53]1)[S:40]([C:43]1[CH:48]=[CH:47][CH:46]=[CH:45][C:44]=1[N+:49]([O-:51])=[O:50])(=[O:42])=[O:41])[CH:36]=[CH2:37]. No catalyst specified. The product is [CH2:35]([O:38][N:39]([C@H:52]1[CH2:57][N:56]([C:58]([O:60][C:61]([CH3:63])([CH3:64])[CH3:62])=[O:59])[C@H:55]([C:65](=[O:67])[NH2:5])[C:54]([CH:68]([CH3:70])[CH3:69])=[CH:53]1)[S:40]([C:43]1[CH:48]=[CH:47][CH:46]=[CH:45][C:44]=1[N+:49]([O-:51])=[O:50])(=[O:41])=[O:42])[CH:36]=[CH2:37]. The yield is 0.437.